From a dataset of Forward reaction prediction with 1.9M reactions from USPTO patents (1976-2016). Predict the product of the given reaction. Given the reactants [O:1]=[C:2]1[C:11]2[C:6](=[CH:7][C:8]([C:12]#[N:13])=[CH:9][CH:10]=2)[CH2:5][S:4][CH2:3]1.[BH4-].[Na+], predict the reaction product. The product is: [OH:1][CH:2]1[C:11]2[C:6](=[CH:7][C:8]([C:12]#[N:13])=[CH:9][CH:10]=2)[CH2:5][S:4][CH2:3]1.